This data is from Reaction yield outcomes from USPTO patents with 853,638 reactions. The task is: Predict the reaction yield, written as a fraction of the theoretical maximum amount of product (1.0 means a 100% yield; for example, 0.34 means a 34% yield). (1) The reactants are [CH2:1]([C@@H:8]1[CH2:12][O:11][C:10](=[O:13])[N:9]1[C:14](=[O:22])[CH2:15][C:16]1[S:17][C:18]([Cl:21])=[CH:19][CH:20]=1)[C:2]1[CH:7]=[CH:6][CH:5]=[CH:4][CH:3]=1.C(N(CC)C(C)C)(C)C.[CH:32]([N:35]([CH2:43]OC)[C:36](=[O:42])[O:37][C:38]([CH3:41])([CH3:40])[CH3:39])([CH3:34])[CH3:33]. The catalyst is C(Cl)Cl.[Ti](Cl)(Cl)(Cl)Cl. The product is [CH2:1]([C@@H:8]1[CH2:12][O:11][C:10](=[O:13])[N:9]1[C:14](=[O:22])[C@@H:15]([C:16]1[S:17][C:18]([Cl:21])=[CH:19][CH:20]=1)[CH2:43][N:35]([CH:32]([CH3:34])[CH3:33])[C:36](=[O:42])[O:37][C:38]([CH3:39])([CH3:41])[CH3:40])[C:2]1[CH:7]=[CH:6][CH:5]=[CH:4][CH:3]=1. The yield is 0.720. (2) The product is [CH:16]1([CH2:15][C@H:11]([N:9]2[CH2:10][C:6]3[CH2:5][C:4]4[C:3]([O:2][CH3:1])=[CH:27][CH:26]=[CH:25][C:24]=4[O:23][C:7]=3[C:8]2=[O:22])[C:12]([NH:34][C:35]2[CH:40]=[CH:39][CH:38]=[CH:37][N:36]=2)=[O:13])[CH2:17][CH2:18][CH2:19][CH2:20][CH2:21]1. The reactants are [CH3:1][O:2][C:3]1[C:4]2[CH2:5][C:6]3[CH2:10][N:9]([C@@H:11]([CH2:15][CH:16]4[CH2:21][CH2:20][CH2:19][CH2:18][CH2:17]4)[C:12](O)=[O:13])[C:8](=[O:22])[C:7]=3[O:23][C:24]=2[CH:25]=[CH:26][CH:27]=1.C(Cl)(=O)C(Cl)=O.[NH2:34][C:35]1[CH:40]=[CH:39][CH:38]=[CH:37][N:36]=1. The yield is 0.174. The catalyst is C(Cl)Cl.O. (3) The product is [F:1][C:2]1[CH:7]=[CH:6][CH:5]=[C:4]([F:8])[C:3]=1[C:9]1[N:10]=[C:11]([C:16]([OH:17])=[O:23])[CH:12]=[CH:13][C:14]=1[F:15]. No catalyst specified. The reactants are [F:1][C:2]1[CH:7]=[CH:6][CH:5]=[C:4]([F:8])[C:3]=1[C:9]1[C:14]([F:15])=[CH:13][CH:12]=[C:11]([CH3:16])[N:10]=1.[O-:17][Mn](=O)(=O)=O.[K+].[OH2:23]. The yield is 0.320. (4) The reactants are [Cl:1][C:2]1[N:7]=[C:6]([C:8]#[N:9])[C:5]([N+:10]([O-:12])=[O:11])=[CH:4][CH:3]=1.Cl[Sn]Cl.[OH2:16]. The catalyst is C(O)C. The product is [Cl:1][C:2]1[N:7]=[C:6]([C:8]([NH2:9])=[O:16])[C:5]([N+:10]([O-:12])=[O:11])=[CH:4][CH:3]=1. The yield is 1.00. (5) The reactants are [CH3:1][O:2][CH2:3][C@H:4]1[CH2:8][N:7]([C:9]([O:11][C:12]([CH3:15])([CH3:14])[CH3:13])=[O:10])[C@H:6]([C:16]2[NH:20][C:19]3[C:21]4[C:26]([CH:27]=[CH:28][C:18]=3[N:17]=2)=[CH:25][C:24]2[C:29]3[C:34]([CH2:35][O:36][C:23]=2[CH:22]=4)=[CH:33][C:32](B2OC(C)(C)C(C)(C)O2)=[CH:31][CH:30]=3)[CH2:5]1.Br[C:47]1[NH:51][C:50]([C@@H:52]2[CH2:56][CH2:55][CH2:54][N:53]2[C:57](=[O:67])[C@@H:58]([NH:62][C:63](=[O:66])[O:64][CH3:65])[CH:59]([CH3:61])[CH3:60])=[N:49][CH:48]=1.C(=O)([O-])[O-].[K+].[K+]. The catalyst is COCCOC.CN(C)C=O.C1C=CC([P]([Pd]([P](C2C=CC=CC=2)(C2C=CC=CC=2)C2C=CC=CC=2)([P](C2C=CC=CC=2)(C2C=CC=CC=2)C2C=CC=CC=2)[P](C2C=CC=CC=2)(C2C=CC=CC=2)C2C=CC=CC=2)(C2C=CC=CC=2)C2C=CC=CC=2)=CC=1.C1C=CC(P(C2C=CC=CC=2)[C-]2C=CC=C2)=CC=1.C1C=CC(P(C2C=CC=CC=2)[C-]2C=CC=C2)=CC=1.Cl[Pd]Cl.[Fe+2]. The product is [CH3:65][O:64][C:63]([NH:62][C@@H:58]([CH:59]([CH3:61])[CH3:60])[C:57]([N:53]1[CH2:54][CH2:55][CH2:56][C@H:52]1[C:50]1[NH:51][C:47]([C:32]2[CH:33]=[C:34]3[CH2:35][O:36][C:23]4[CH:22]=[C:21]5[C:26]([CH:27]=[CH:28][C:18]6[N:17]=[C:16]([C@@H:6]7[CH2:5][C@@H:4]([CH2:3][O:2][CH3:1])[CH2:8][N:7]7[C:9]([O:11][C:12]([CH3:13])([CH3:14])[CH3:15])=[O:10])[NH:20][C:19]=65)=[CH:25][C:24]=4[C:29]3=[CH:30][CH:31]=2)=[CH:48][N:49]=1)=[O:67])=[O:66]. The yield is 0.450. (6) The reactants are [Li+].[OH-].[Cl:3][C:4]1[CH:5]=[C:6]2[C:10](=[CH:11][CH:12]=1)[NH:9][C:8]([C:13]([NH:15][CH:16]1[CH2:25][C:24]3[C:19](=[CH:20][CH:21]=[CH:22][CH:23]=3)[N:18]([CH2:26][C:27]([O:29]C)=[O:28])[C:17]1=[O:31])=[O:14])=[CH:7]2. The catalyst is O.C1COCC1. The product is [C:27]([CH2:26][N:18]1[C:19]2[C:24](=[CH:23][CH:22]=[CH:21][CH:20]=2)[CH2:25][CH:16]([NH:15][C:13]([C:8]2[NH:9][C:10]3[C:6]([CH:7]=2)=[CH:5][C:4]([Cl:3])=[CH:12][CH:11]=3)=[O:14])[C:17]1=[O:31])([OH:29])=[O:28]. The yield is 0.920. (7) The reactants are [N:1]1[CH:6]=[CH:5][CH:4]=[C:3]([S:7]([OH:10])(=O)=[O:8])[CH:2]=1.P(Cl)(Cl)(Cl)(Cl)[Cl:12].P(Cl)(Cl)([Cl:19])=O.Cl. The catalyst is C(Cl)(Cl)Cl. The product is [ClH:12].[N:1]1[CH:6]=[CH:5][CH:4]=[C:3]([S:7]([Cl:19])(=[O:10])=[O:8])[CH:2]=1. The yield is 0.810. (8) The reactants are Br[C:2]1[CH:7]=[CH:6][C:5]([CH:8]([NH:10][C:11](=[O:27])[C:12]2[CH:17]=[C:16]([F:18])[CH:15]=[N:14][C:13]=2[O:19][C:20]2[CH:25]=[CH:24][C:23]([F:26])=[CH:22][CH:21]=2)[CH3:9])=[CH:4][CH:3]=1.C1(P(C2C=CC=CC=2)CCCP(C2C=CC=CC=2)C2C=CC=CC=2)C=CC=CC=1.C(N(CC)CC)C.CN(C)[CH:66]=[O:67].C[CH2:70][O:71]CC. The catalyst is C([O-])(=O)C.[Pd+2].C([O-])(=O)C.CO. The product is [F:18][C:16]1[CH:17]=[C:12]([C:11]([NH:10][CH:8]([C:5]2[CH:6]=[CH:7][C:2]([C:70]([O:67][CH3:66])=[O:71])=[CH:3][CH:4]=2)[CH3:9])=[O:27])[C:13]([O:19][C:20]2[CH:25]=[CH:24][C:23]([F:26])=[CH:22][CH:21]=2)=[N:14][CH:15]=1. The yield is 0.780. (9) The reactants are Br[C:2]1[CH:3]=[N:4][CH:5]=[CH:6][CH:7]=1.C([Li])CCC.[CH3:13][Sn:14](Cl)([CH3:16])[CH3:15]. The catalyst is C(OCC)C. The product is [CH3:13][Sn:14]([CH3:16])([CH3:15])[C:2]1[CH:3]=[N:4][CH:5]=[CH:6][CH:7]=1. The yield is 0.800. (10) The reactants are [F:1][C:2]([F:18])([F:17])[C:3]1[CH:4]=[C:5]([CH2:13][C:14]([OH:16])=O)[CH:6]=[C:7]([C:9]([F:12])([F:11])[F:10])[CH:8]=1.O1CCCC1.[C:24]1([C:32]2[CH:37]=[CH:36][CH:35]=[CH:34][CH:33]=2)[CH:29]=[CH:28][CH:27]=[CH:26][C:25]=1[NH:30][CH3:31]. No catalyst specified. The product is [C:24]1([C:32]2[CH:33]=[CH:34][CH:35]=[CH:36][CH:37]=2)[CH:29]=[CH:28][CH:27]=[CH:26][C:25]=1[N:30]([CH3:31])[C:14](=[O:16])[CH2:13][C:5]1[CH:6]=[C:7]([C:9]([F:12])([F:10])[F:11])[CH:8]=[C:3]([C:2]([F:1])([F:17])[F:18])[CH:4]=1. The yield is 0.460.